Dataset: Acute oral toxicity (LD50) regression data from Zhu et al.. Task: Regression/Classification. Given a drug SMILES string, predict its toxicity properties. Task type varies by dataset: regression for continuous values (e.g., LD50, hERG inhibition percentage) or binary classification for toxic/non-toxic outcomes (e.g., AMES mutagenicity, cardiotoxicity, hepatotoxicity). Dataset: ld50_zhu. The compound is CCCCCCCCCCN. The rat oral LD50 is 2.75, given as -log10 of the dose in mol/kg body weight (higher means more acutely toxic).